From a dataset of Full USPTO retrosynthesis dataset with 1.9M reactions from patents (1976-2016). Predict the reactants needed to synthesize the given product. (1) Given the product [CH2:33]([O:32][C:30](=[O:31])[NH:19][CH2:18][CH:15]1[CH2:14][C:13]2[CH:12]=[CH:11][CH:10]=[C:9]([C:5]3[CH:6]=[CH:7][CH:8]=[C:3]([O:2][CH3:1])[CH:4]=3)[C:17]=2[O:16]1)[C:34]1[CH:39]=[CH:38][CH:37]=[CH:36][CH:35]=1, predict the reactants needed to synthesize it. The reactants are: [CH3:1][O:2][C:3]1[CH:4]=[C:5]([C:9]2[C:17]3[O:16][CH:15]([CH2:18][NH2:19])[CH2:14][C:13]=3[CH:12]=[CH:11][CH:10]=2)[CH:6]=[CH:7][CH:8]=1.C(N(C(C)C)CC)(C)C.Cl[C:30]([O:32][CH2:33][C:34]1[CH:39]=[CH:38][CH:37]=[CH:36][CH:35]=1)=[O:31]. (2) Given the product [C:40]([O:43][CH2:44][CH2:45][O:22][C:19]1[CH:20]=[CH:21][C:16]([C:15]([NH:14][C:5]2([C:3]([OH:2])=[O:4])[CH2:13][C:12]3[C:7](=[CH:8][CH:9]=[CH:10][CH:11]=3)[CH2:6]2)=[O:33])=[CH:17][C:18]=1[O:23][CH2:24][CH2:25][C:26]1[CH:27]=[C:28]([CH3:32])[CH:29]=[CH:30][CH:31]=1)(=[O:42])[CH3:41], predict the reactants needed to synthesize it. The reactants are: C[O:2][C:3]([C:5]1([NH:14][C:15](=[O:33])[C:16]2[CH:21]=[CH:20][C:19]([OH:22])=[C:18]([O:23][CH2:24][CH2:25][C:26]3[CH:27]=[C:28]([CH3:32])[CH:29]=[CH:30][CH:31]=3)[CH:17]=2)[CH2:13][C:12]2[C:7](=[CH:8][CH:9]=[CH:10][CH:11]=2)[CH2:6]1)=[O:4].C(=O)([O-])[O-].[K+].[K+].[C:40]([O:43][CH2:44][CH2:45]Br)(=[O:42])[CH3:41]. (3) Given the product [CH3:1][O:2][C:3]1[CH:4]=[CH:5][C:6]([C:9]2([CH3:17])[CH2:10][O:11][CH2:12][CH:13]3[CH2:15][N:16]=[CH:18][N:14]23)=[CH:7][CH:8]=1, predict the reactants needed to synthesize it. The reactants are: [CH3:1][O:2][C:3]1[CH:8]=[CH:7][C:6]([C:9]2([CH3:17])[NH:14][CH:13]([CH2:15][NH2:16])[CH2:12][O:11][CH2:10]2)=[CH:5][CH:4]=1.[CH3:18]OC(OC)N(C)C. (4) Given the product [C:2]([O:5][C:6]([NH:8][CH2:9][C@H:10]([NH:15][S:28]([N:19]([CH3:22])[CH3:17])(=[O:30])=[O:29])[C:11]([O:13][CH3:14])=[O:12])=[O:7])([CH3:1])([CH3:3])[CH3:4], predict the reactants needed to synthesize it. The reactants are: [CH3:1][C:2]([O:5][C:6]([NH:8][CH2:9][C@H:10]([NH2:15])[C:11]([O:13][CH3:14])=[O:12])=[O:7])([CH3:4])[CH3:3].Cl.[CH2:17]([N:19]([CH2:22]C)CC)C.CN(N[S:28](Cl)(=[O:30])=[O:29])C. (5) Given the product [CH2:1]([O:5][C:6]1[C:7]2[C:14](/[CH:27]=[C:26](\[CH3:28])/[C:25]([O:30][CH3:31])=[O:29])=[CH:13][NH:12][C:8]=2[N:9]=[CH:10][N:11]=1)[CH:2]([CH3:4])[CH3:3], predict the reactants needed to synthesize it. The reactants are: [CH2:1]([O:5][C:6]1[C:7]2[C:14](/C=C/C(N)=O)=[CH:13][NH:12][C:8]=2[N:9]=[CH:10][N:11]=1)[CH:2]([CH3:4])[CH3:3].C(N)(=O)C=C.[C:25]([O:30][CH3:31])(=[O:29])[C:26]([CH3:28])=[CH2:27]. (6) Given the product [CH3:34][N:25]1[C:26]([C:30]([F:32])([F:31])[F:33])=[CH:27][C:28](=[O:29])[N:23]([C:20]2[CH:21]=[CH:22][C:17]3[S:16][N:15]=[C:14]([C:13]([OH:47])=[O:12])[C:18]=3[CH:19]=2)[C:24]1=[O:35], predict the reactants needed to synthesize it. The reactants are: [Cr](O[Cr]([O-])(=O)=O)([O-])(=O)=O.[K+].[K+].[OH:12][CH2:13][C:14]1[C:18]2[CH:19]=[C:20]([N:23]3[C:28](=[O:29])[CH:27]=[C:26]([C:30]([F:33])([F:32])[F:31])[N:25]([CH3:34])[C:24]3=[O:35])[CH:21]=[CH:22][C:17]=2[S:16][N:15]=1.CN1C(C(F)(F)F)=CC(=[O:47])N(C2C=CC3SN=C(C=O)C=3C=2)C1=O. (7) The reactants are: ClC1C(C(O)=O)=CC=C2C=1C=CN2.C[O:15][C:16]([C:18]1([CH2:24][NH:25][C:26]([C:28]2[C:29]([Cl:37])=[C:30]3[C:34](=[CH:35][CH:36]=2)[NH:33][CH:32]=[CH:31]3)=[O:27])[CH2:23][CH2:22][CH2:21][CH2:20][CH2:19]1)=[O:17]. Given the product [Cl:37][C:29]1[C:28]([C:26]([NH:25][CH2:24][C:18]2([C:16]([OH:17])=[O:15])[CH2:23][CH2:22][CH2:21][CH2:20][CH2:19]2)=[O:27])=[CH:36][CH:35]=[C:34]2[C:30]=1[CH:31]=[CH:32][NH:33]2, predict the reactants needed to synthesize it. (8) Given the product [CH2:2]([C:6]1[CH:7]=[CH:8][C:9]([N:12]([CH3:13])[CH2:14][C:15]([N:24]2[CH2:23][CH2:22][N:21]([C:25]3[N:32]=[CH:31][CH:30]=[CH:29][C:26]=3[C:27]#[N:28])[CH2:20][C@H:19]2[CH3:18])=[O:17])=[CH:10][CH:11]=1)[CH2:3][CH2:4][CH3:5], predict the reactants needed to synthesize it. The reactants are: Cl.[CH2:2]([C:6]1[CH:11]=[CH:10][C:9]([N:12]([CH2:14][C:15]([OH:17])=O)[CH3:13])=[CH:8][CH:7]=1)[CH2:3][CH2:4][CH3:5].[CH3:18][C@H:19]1[NH:24][CH2:23][CH2:22][N:21]([C:25]2[N:32]=[CH:31][CH:30]=[CH:29][C:26]=2[C:27]#[N:28])[CH2:20]1.Cl.C(N=C=NCCCN(C)C)C.O.ON1C2C=CC=CC=2N=N1.C(N(CC)CC)C. (9) Given the product [OH:32][C@H:31]([C@@H:30]([OH:36])[C@H:30]([OH:36])[C@H:31]([OH:32])[CH2:33][OH:34])[C:33]([NH:1][CH2:2][CH2:3][S:4][S:5][CH2:6][CH2:7][NH:8][C:9](=[O:29])[CH2:10][CH2:11][CH2:12]/[CH:13]=[CH:14]\[CH2:15]/[CH:16]=[CH:17]\[CH2:18]/[CH:19]=[CH:20]\[CH2:21]/[CH:22]=[CH:23]\[CH2:24]/[CH:25]=[CH:26]\[CH2:27][CH3:28])=[O:34], predict the reactants needed to synthesize it. The reactants are: [NH2:1][CH2:2][CH2:3][S:4][S:5][CH2:6][CH2:7][NH:8][C:9](=[O:29])[CH2:10][CH2:11][CH2:12]/[CH:13]=[CH:14]\[CH2:15]/[CH:16]=[CH:17]\[CH2:18]/[CH:19]=[CH:20]\[CH2:21]/[CH:22]=[CH:23]\[CH2:24]/[CH:25]=[CH:26]\[CH2:27][CH3:28].[C:30]([OH:36])(=O)[CH:31]([CH2:33][OH:34])[OH:32].